This data is from Full USPTO retrosynthesis dataset with 1.9M reactions from patents (1976-2016). The task is: Predict the reactants needed to synthesize the given product. Given the product [Cl:1][C:2]1[CH:3]=[CH:4][C:5]([C@@H:8]2[CH2:9][O:10][CH2:11][C@@H:12]3[C@H:14]([CH3:15])[O:16][C:23](=[O:27])[C:24](=[O:25])[N:13]23)=[CH:6][CH:7]=1, predict the reactants needed to synthesize it. The reactants are: [Cl:1][C:2]1[CH:7]=[CH:6][C:5]([C@H:8]2[NH:13][C@@H:12]([C@@H:14]([OH:16])[CH3:15])[CH2:11][O:10][CH2:9]2)=[CH:4][CH:3]=1.N1C=CC=CC=1.[C:23](Cl)(=[O:27])[C:24](Cl)=[O:25].